Dataset: Forward reaction prediction with 1.9M reactions from USPTO patents (1976-2016). Task: Predict the product of the given reaction. (1) Given the reactants C[O:2][C:3]([C:5]1[S:6][CH:7]=[CH:8][C:9]=1[S:10]([NH:13][C:14]1[CH:15]=[CH:16][CH:17]=[C:18]2[C:22]=1[NH:21][C:20]([C:23]([O:25]CC)=[O:24])=[CH:19]2)(=[O:12])=[O:11])=[O:4].CO.[OH-].[K+].C(O)(=O)CC(CC(O)=O)(C(O)=O)O, predict the reaction product. The product is: [C:3]([C:5]1[S:6][CH:7]=[CH:8][C:9]=1[S:10]([NH:13][C:14]1[CH:15]=[CH:16][CH:17]=[C:18]2[C:22]=1[NH:21][C:20]([C:23]([OH:25])=[O:24])=[CH:19]2)(=[O:12])=[O:11])([OH:4])=[O:2]. (2) Given the reactants [C:1]([O:5][C@@H:6]([C:12]1[C:13]([CH3:38])=[N:14][C:15]2[N:16]([N:30]=[C:31]([C:33]([O:35]CC)=[O:34])[CH:32]=2)[C:17]=1[C:18]1[C:19]([CH3:29])=[C:20]2[C:25](=[C:26]([F:28])[CH:27]=1)[O:24][CH2:23][CH2:22][CH2:21]2)[C:7]([O:9][CH2:10][CH3:11])=[O:8])([CH3:4])([CH3:3])[CH3:2].[OH-].[Na+].O.Cl, predict the reaction product. The product is: [C:1]([O:5][C@@H:6]([C:12]1[C:13]([CH3:38])=[N:14][C:15]2[N:16]([N:30]=[C:31]([C:33]([OH:35])=[O:34])[CH:32]=2)[C:17]=1[C:18]1[C:19]([CH3:29])=[C:20]2[C:25](=[C:26]([F:28])[CH:27]=1)[O:24][CH2:23][CH2:22][CH2:21]2)[C:7]([O:9][CH2:10][CH3:11])=[O:8])([CH3:4])([CH3:2])[CH3:3].